Regression. Given two drug SMILES strings and cell line genomic features, predict the synergy score measuring deviation from expected non-interaction effect. From a dataset of NCI-60 drug combinations with 297,098 pairs across 59 cell lines. (1) Drug 1: CC1C(C(CC(O1)OC2CC(OC(C2O)C)OC3=CC4=CC5=C(C(=O)C(C(C5)C(C(=O)C(C(C)O)O)OC)OC6CC(C(C(O6)C)O)OC7CC(C(C(O7)C)O)OC8CC(C(C(O8)C)O)(C)O)C(=C4C(=C3C)O)O)O)O. Drug 2: CC(C)(C#N)C1=CC(=CC(=C1)CN2C=NC=N2)C(C)(C)C#N. Cell line: UO-31. Synergy scores: CSS=15.2, Synergy_ZIP=-0.505, Synergy_Bliss=-2.98, Synergy_Loewe=-2.59, Synergy_HSA=-3.70. (2) Drug 1: CC1=C(C(CCC1)(C)C)C=CC(=CC=CC(=CC(=O)O)C)C. Drug 2: CN1C2=C(C=C(C=C2)N(CCCl)CCCl)N=C1CCCC(=O)O.Cl. Cell line: U251. Synergy scores: CSS=9.16, Synergy_ZIP=-3.00, Synergy_Bliss=-9.19, Synergy_Loewe=-7.19, Synergy_HSA=-7.24. (3) Drug 1: CCCCC(=O)OCC(=O)C1(CC(C2=C(C1)C(=C3C(=C2O)C(=O)C4=C(C3=O)C=CC=C4OC)O)OC5CC(C(C(O5)C)O)NC(=O)C(F)(F)F)O. Drug 2: C(CCl)NC(=O)N(CCCl)N=O. Cell line: SK-MEL-5. Synergy scores: CSS=51.8, Synergy_ZIP=-3.17, Synergy_Bliss=-3.93, Synergy_Loewe=-20.7, Synergy_HSA=-2.15. (4) Drug 1: CCCS(=O)(=O)NC1=C(C(=C(C=C1)F)C(=O)C2=CNC3=C2C=C(C=N3)C4=CC=C(C=C4)Cl)F. Drug 2: C1CC(=O)NC(=O)C1N2C(=O)C3=CC=CC=C3C2=O. Cell line: PC-3. Synergy scores: CSS=5.05, Synergy_ZIP=1.59, Synergy_Bliss=5.15, Synergy_Loewe=4.41, Synergy_HSA=3.77. (5) Drug 1: CCCS(=O)(=O)NC1=C(C(=C(C=C1)F)C(=O)C2=CNC3=C2C=C(C=N3)C4=CC=C(C=C4)Cl)F. Drug 2: C1=C(C(=O)NC(=O)N1)N(CCCl)CCCl. Cell line: SW-620. Synergy scores: CSS=27.6, Synergy_ZIP=15.7, Synergy_Bliss=11.8, Synergy_Loewe=-10.1, Synergy_HSA=-3.11.